From a dataset of Reaction yield outcomes from USPTO patents with 853,638 reactions. Predict the reaction yield, written as a fraction of the theoretical maximum amount of product (1.0 means a 100% yield; for example, 0.34 means a 34% yield). (1) The reactants are [O:1]1[CH2:5][CH2:4][CH:3]([C:6]2[CH:14]=[CH:13][C:9]([C:10]([OH:12])=O)=[CH:8][CH:7]=2)[CH2:2]1.F[P-](F)(F)(F)(F)F.N1(OC(N(C)C)=[N+](C)C)C2N=CC=CC=2N=N1.C(N(CC)CC)C.[NH2:46][CH2:47][C:48]1[C:49]([OH:56])=[N:50][C:51]([CH3:55])=[CH:52][C:53]=1[CH3:54]. The catalyst is ClCCl. The product is [OH:56][C:49]1[C:48]([CH2:47][NH:46][C:10](=[O:12])[C:9]2[CH:8]=[CH:7][C:6]([CH:3]3[CH2:4][CH2:5][O:1][CH2:2]3)=[CH:14][CH:13]=2)=[C:53]([CH3:54])[CH:52]=[C:51]([CH3:55])[N:50]=1. The yield is 0.210. (2) The reactants are [CH3:1][N:2]([CH:10]1[CH2:15][CH2:14][N:13]([C:16]2[C:25]3[C:20](=[CH:21][CH:22]=[CH:23][CH:24]=3)[C:19]([C:26]3[N:30]([CH3:31])[N:29]=[CH:28][CH:27]=3)=[N:18][N:17]=2)[CH2:12][CH2:11]1)C(=O)OC(C)(C)C.Cl.C(OCC)C. The catalyst is ClCCl. The product is [CH3:1][NH:2][CH:10]1[CH2:15][CH2:14][N:13]([C:16]2[C:25]3[C:20](=[CH:21][CH:22]=[CH:23][CH:24]=3)[C:19]([C:26]3[N:30]([CH3:31])[N:29]=[CH:28][CH:27]=3)=[N:18][N:17]=2)[CH2:12][CH2:11]1. The yield is 0.980. (3) The reactants are [C:1](#[N:8])[C:2]1[CH:7]=[CH:6][CH:5]=[CH:4][CH:3]=1.[CH:9]([O-:11])=O.[NH4+:12]. The catalyst is C(OCC)(=O)C.CO.[Pd]. The product is [NH2:12][C:4]1[C:3]([O:11][CH3:9])=[C:2]([CH:7]=[C:6]([C:2]([CH3:7])([CH3:3])[CH3:1])[CH:5]=1)[C:1]#[N:8]. The yield is 0.770. (4) The reactants are [C:1]([N:4]1[C:13]2[C:8](=[CH:9][C:10]([C:14]3[CH:22]=[CH:21][C:17]([C:18](O)=[O:19])=[CH:16][CH:15]=3)=[CH:11][CH:12]=2)[C@H:7]([NH:23][C:24]2[CH:29]=[CH:28][C:27]([C:30]#[N:31])=[CH:26][N:25]=2)[CH2:6][C@@H:5]1[CH3:32])(=[O:3])[CH3:2].CN(C(ON1N=NC2C=CC=NC1=2)=[N+](C)C)C.F[P-](F)(F)(F)(F)F.CCN(C(C)C)C(C)C.[NH2:66][CH:67]([CH2:70][OH:71])[CH2:68][OH:69]. The catalyst is CN(C=O)C. The product is [C:1]([N:4]1[C:13]2[C:8](=[CH:9][C:10]([C:14]3[CH:15]=[CH:16][C:17]([C:18]([NH:66][CH:67]([CH2:70][OH:71])[CH2:68][OH:69])=[O:19])=[CH:21][CH:22]=3)=[CH:11][CH:12]=2)[C@H:7]([NH:23][C:24]2[CH:29]=[CH:28][C:27]([C:30]#[N:31])=[CH:26][N:25]=2)[CH2:6][C@@H:5]1[CH3:32])(=[O:3])[CH3:2]. The yield is 0.300. (5) The reactants are [NH:1]1[CH2:7][CH2:6][CH2:5][C:4](=[O:8])[CH2:3][CH2:2]1.[CH:9](=O)[C:10]1[CH:15]=[CH:14][CH:13]=[CH:12][CH:11]=1.[BH-](OC(C)=O)(OC(C)=O)OC(C)=O.[Na+]. The catalyst is C(Cl)Cl. The product is [CH2:9]([N:1]1[CH2:7][CH2:6][CH2:5][C:4](=[O:8])[CH2:3][CH2:2]1)[C:10]1[CH:15]=[CH:14][CH:13]=[CH:12][CH:11]=1. The yield is 0.780. (6) The reactants are C([O:5][C:6](=[O:49])[C:7]([CH3:48])([CH3:47])[CH2:8][C:9]([O:11][C@H:12]1[CH2:29][CH2:28][C@@:27]2([CH3:30])[C@@H:14]([CH2:15][CH2:16][C@:17]3([CH3:44])[C@@H:26]2[CH2:25][CH2:24][C@H:23]2[C@@:18]3([CH3:43])[CH2:19][CH2:20][C@@:21]3(/[CH:38]=[CH:39]/[C:40]([OH:42])=[O:41])[CH2:33][C:32](=[O:34])[C:31]([CH:35]([CH3:37])[CH3:36])=[C:22]32)[C:13]1([CH3:46])[CH3:45])=[O:10])(C)(C)C.FC(F)(F)C(O)=O. The catalyst is ClCCl. The product is [C:40](/[CH:39]=[CH:38]/[C@:21]12[CH2:33][C:32](=[O:34])[C:31]([CH:35]([CH3:37])[CH3:36])=[C:22]1[C@@H:23]1[C@@:18]([CH3:43])([CH2:19][CH2:20]2)[C@@:17]2([CH3:44])[C@@H:26]([C@:27]3([CH3:30])[C@@H:14]([CH2:15][CH2:16]2)[C:13]([CH3:46])([CH3:45])[C@@H:12]([O:11][C:9](=[O:10])[CH2:8][C:7]([CH3:47])([CH3:48])[C:6]([OH:49])=[O:5])[CH2:29][CH2:28]3)[CH2:25][CH2:24]1)([OH:42])=[O:41]. The yield is 0.390.